This data is from Catalyst prediction with 721,799 reactions and 888 catalyst types from USPTO. The task is: Predict which catalyst facilitates the given reaction. (1) Reactant: [OH-].[Na+].OO.[F:5][C:6]1[CH:14]=[C:13]([F:15])[CH:12]=[C:11]2[C:7]=1[C:8](=[O:17])C(=O)[NH:10]2.C(O)=[O:19]. Product: [NH2:10][C:11]1[CH:12]=[C:13]([F:15])[CH:14]=[C:6]([F:5])[C:7]=1[C:8]([OH:17])=[O:19]. The catalyst class is: 6. (2) Reactant: [N+:1]([C:4]1[CH:15]=[CH:14][C:7]2[NH:8][C:9](=[O:13])[O:10][C:11](=[O:12])[C:6]=2[CH:5]=1)([O-:3])=[O:2].C1(P(C2C=CC=CC=2)C2C=CC=CC=2)C=CC=CC=1.[CH3:35][C:36]([CH3:41])([CH3:40])[CH2:37][CH2:38]O.N(C(OCC)=O)=NC(OCC)=O. Product: [CH3:35][C:36]([CH3:41])([CH3:40])[CH2:37][CH2:38][N:8]1[C:7]2[CH:14]=[CH:15][C:4]([N+:1]([O-:3])=[O:2])=[CH:5][C:6]=2[C:11](=[O:12])[O:10][C:9]1=[O:13]. The catalyst class is: 22. (3) Reactant: [OH:1][C:2]([C:5]1[CH:10]=[CH:9][CH:8]=[CH:7][C:6]=1[CH2:11][CH2:12][CH:13]([S:28][CH2:29][C:30]1([CH2:33][C:34]([OH:36])=[O:35])[CH2:32][CH2:31]1)[C:14]1[CH:19]=[CH:18][CH:17]=[C:16]([CH:20]2OCC(C)(C)C[O:21]2)[CH:15]=1)([CH3:4])[CH3:3].C(O)(=O)/C=C\C(O)=O. Product: [CH:20]([C:16]1[CH:15]=[C:14]([C@H:13]([S:28][CH2:29][C:30]2([CH2:33][C:34]([OH:36])=[O:35])[CH2:31][CH2:32]2)[CH2:12][CH2:11][C:6]2[CH:7]=[CH:8][CH:9]=[CH:10][C:5]=2[C:2]([OH:1])([CH3:4])[CH3:3])[CH:19]=[CH:18][CH:17]=1)=[O:21]. The catalyst class is: 95. (4) The catalyst class is: 19. Reactant: C([O:8][C:9]1[C:10](=[O:24])[CH:11]=[C:12]([CH2:16][NH:17][C@@H:18]([CH3:23])[C:19]([NH:21][CH3:22])=[O:20])[N:13]([CH3:15])[CH:14]=1)C1C=CC=CC=1.[H][H]. Product: [OH:8][C:9]1[C:10](=[O:24])[CH:11]=[C:12]([CH2:16][NH:17][C@@H:18]([CH3:23])[C:19]([NH:21][CH3:22])=[O:20])[N:13]([CH3:15])[CH:14]=1. (5) The catalyst class is: 12. Product: [NH2:9][CH2:8][C:6]1[CH:5]=[CH:4][N:3]([C:17]2[CH:22]=[CH:21][CH:20]=[CH:19][CH:18]=2)[C:2](=[O:1])[CH:7]=1. Reactant: [O:1]=[C:2]1[CH:7]=[C:6]([CH2:8][NH:9]C(=O)OC(C)(C)C)[CH:5]=[CH:4][N:3]1[C:17]1[CH:22]=[CH:21][CH:20]=[CH:19][CH:18]=1.Cl. (6) Reactant: [Cl:1][C:2]1[CH:7]=[CH:6][C:5]([CH:8]2[C:12]3[N:13]([CH3:19])[N:14]=[C:15]([CH:16]4[CH2:18][CH2:17]4)[C:11]=3[C:10](=[O:20])[NH:9]2)=[CH:4][CH:3]=1.Br[C:22]1[CH:23]=[C:24]([CH3:33])[C:25]2[N:26]([C:28]([CH2:31][F:32])=[N:29][N:30]=2)[CH:27]=1. Product: [Cl:1][C:2]1[CH:3]=[CH:4][C:5]([CH:8]2[C:12]3[N:13]([CH3:19])[N:14]=[C:15]([CH:16]4[CH2:17][CH2:18]4)[C:11]=3[C:10](=[O:20])[N:9]2[C:22]2[CH:23]=[C:24]([CH3:33])[C:25]3[N:26]([C:28]([CH2:31][F:32])=[N:29][N:30]=3)[CH:27]=2)=[CH:6][CH:7]=1. The catalyst class is: 513.